Dataset: Forward reaction prediction with 1.9M reactions from USPTO patents (1976-2016). Task: Predict the product of the given reaction. The product is: [Cl:1][C:2]1[CH:3]=[CH:4][C:5]([C:8]2[N:9]=[C:10]([CH2:26][O:27][C:28]3[CH:33]=[CH:32][CH:31]=[CH:30][CH:29]=3)[C:11]([C:21]([O:23][CH2:24][CH3:25])=[O:22])=[N:12][C:13]=2[C:14]2[CH:19]=[CH:18][C:17]([Cl:20])=[CH:16][CH:15]=2)=[CH:6][CH:7]=1. Given the reactants [Cl:1][C:2]1[CH:7]=[CH:6][C:5]([C:8]2[N:9]=[C:10]([CH2:26][OH:27])[C:11]([C:21]([O:23][CH2:24][CH3:25])=[O:22])=[N:12][C:13]=2[C:14]2[CH:19]=[CH:18][C:17]([Cl:20])=[CH:16][CH:15]=2)=[CH:4][CH:3]=1.[C:28]1(O)[CH:33]=[CH:32][CH:31]=[CH:30][CH:29]=1.C1(P(C2C=CC=CC=2)C2C=CC=CC=2)C=CC=CC=1.N(C(OCC)=O)=NC(OCC)=O, predict the reaction product.